Task: Predict the reactants needed to synthesize the given product.. Dataset: Full USPTO retrosynthesis dataset with 1.9M reactions from patents (1976-2016) Given the product [C:43]([CH2:42][CH2:41][C:10]1[C:11]([CH2:15][CH2:16][CH2:17][CH2:18][CH2:19][CH2:20][O:21][C:22]2[CH:23]=[C:24]([C:34]3[CH:35]=[CH:36][C:37]([Cl:40])=[CH:38][CH:39]=3)[CH:25]=[C:26]([S:28]([CH2:31][CH2:32][CH3:33])(=[O:29])=[O:30])[CH:27]=2)=[CH:12][CH:13]=[CH:14][C:9]=1[O:8][CH2:7][CH2:6][CH2:5][C:4]([OH:48])=[O:3])([OH:45])=[O:44], predict the reactants needed to synthesize it. The reactants are: C([O:3][C:4](=[O:48])[CH2:5][CH2:6][CH2:7][O:8][C:9]1[CH:14]=[CH:13][CH:12]=[C:11]([CH2:15][CH2:16][CH2:17][CH2:18][CH2:19][CH2:20][O:21][C:22]2[CH:23]=[C:24]([C:34]3[CH:39]=[CH:38][C:37]([Cl:40])=[CH:36][CH:35]=3)[CH:25]=[C:26]([S:28]([CH2:31][CH2:32][CH3:33])(=[O:30])=[O:29])[CH:27]=2)[C:10]=1[CH2:41][CH2:42][C:43]([O:45]CC)=[O:44])C.[OH-].[Na+].